Binary classification across 12 toxicity assays. From a dataset of Tox21: 12 toxicity assays (nuclear receptors and stress response pathways). (1) The drug is CCCc1ccccc1O. It tested positive (active) for: SR-MMP (Mitochondrial Membrane Potential disruption). (2) The molecule is CC1C2CC(CC2C2CCCC(O)C2)C1(C)C. It tested positive (active) for: NR-ER (Estrogen Receptor agonist activity), NR-ER-LBD (Estrogen Receptor Ligand Binding Domain agonist), and SR-MMP (Mitochondrial Membrane Potential disruption). (3) The drug is CCC(=O)OCCC(C)CCC=C(C)C. It tested positive (active) for: NR-ER-LBD (Estrogen Receptor Ligand Binding Domain agonist). (4) The drug is c1ccc(C[n+]2cccc3ccccc32)cc1. It tested positive (active) for: SR-ARE (Antioxidant Response Element (oxidative stress)). (5) The compound is CCN(CC)C(=O)N1CCN(C)CC1.O=C(O)CC(O)(CC(=O)O)C(=O)O. It tested positive (active) for: NR-AR (Androgen Receptor agonist activity). (6) The molecule is CC(C)(C)NSc1nc2ccccc2s1. It tested positive (active) for: NR-AhR (Aryl hydrocarbon Receptor agonist activity), NR-Aromatase (Aromatase enzyme inhibition), SR-ARE (Antioxidant Response Element (oxidative stress)), SR-HSE (Heat Shock Element response), and SR-MMP (Mitochondrial Membrane Potential disruption). (7) The compound is CC(C)(OOC(C)(C)c1ccccc1)c1ccccc1. It tested positive (active) for: NR-ER (Estrogen Receptor agonist activity), NR-ER-LBD (Estrogen Receptor Ligand Binding Domain agonist), and SR-MMP (Mitochondrial Membrane Potential disruption). (8) The drug is O[C@@H](c1cc(C(F)(F)F)nc2c(C(F)(F)F)cccc12)[C@H]1CCCCN1. It tested positive (active) for: NR-ER (Estrogen Receptor agonist activity). (9) The compound is CN(C)c1ccc(N=O)cc1. It tested positive (active) for: NR-AR-LBD (Androgen Receptor Ligand Binding Domain agonist), NR-AhR (Aryl hydrocarbon Receptor agonist activity), NR-ER (Estrogen Receptor agonist activity), SR-ATAD5 (ATAD5 genotoxicity (DNA damage)), SR-HSE (Heat Shock Element response), and SR-p53 (p53 tumor suppressor activation).